This data is from Reaction yield outcomes from USPTO patents with 853,638 reactions. The task is: Predict the reaction yield, written as a fraction of the theoretical maximum amount of product (1.0 means a 100% yield; for example, 0.34 means a 34% yield). (1) The reactants are [Cl:1][C:2]1[C:7]([C:8]2[C:9](=[O:31])[N:10]([CH2:29][CH3:30])[C:11]3[C:16]([CH:17]=2)=[CH:15][N:14]=[C:13]([N:18](CC2C=CC(OC)=CC=2)[CH3:19])[CH:12]=3)=[CH:6][C:5]([NH:32][C:33]([NH:35][C:36]2[CH:41]=[C:40]([F:42])[CH:39]=[CH:38][C:37]=2[F:43])=[O:34])=[C:4]([F:44])[CH:3]=1.C1(OC)C=CC=CC=1.C(O)(C(F)(F)F)=O. No catalyst specified. The product is [Cl:1][C:2]1[C:7]([C:8]2[C:9](=[O:31])[N:10]([CH2:29][CH3:30])[C:11]3[C:16]([CH:17]=2)=[CH:15][N:14]=[C:13]([NH:18][CH3:19])[CH:12]=3)=[CH:6][C:5]([NH:32][C:33]([NH:35][C:36]2[CH:41]=[C:40]([F:42])[CH:39]=[CH:38][C:37]=2[F:43])=[O:34])=[C:4]([F:44])[CH:3]=1. The yield is 0.920. (2) The reactants are [CH2:1]([O:8][C:9](=[O:34])[CH2:10][O:11][C:12]1[C:20]2[CH:21]=[CH:22][CH:23]=[CH:24][C:19]=2[CH:18]=[C:17]2[C:13]=1[CH:14]=[C:15]([CH2:32][CH3:33])[N:16]2[CH2:25][C:26]1[CH:31]=[CH:30][CH:29]=[CH:28][CH:27]=1)[C:2]1[CH:7]=[CH:6][CH:5]=[CH:4][CH:3]=1.C([N:42]1C2CC3C=CC=CC=3C(=O)C=2C=C1CC)C1C=CC=CC=1.[C:58](=[O:61])([O-])[O-].[Cs+].[Cs+].BrCC([O:68][CH2:69]C)=O. The catalyst is CN(C)C=O.O. The product is [CH2:1]([O:8][C:9](=[O:34])[CH2:10][O:11][C:12]1[C:20]2[CH:21]=[CH:22][CH:23]=[CH:24][C:19]=2[CH:18]=[C:17]2[C:13]=1[C:14]([C:58](=[O:61])[C:69]([NH2:42])=[O:68])=[C:15]([CH2:32][CH3:33])[N:16]2[CH2:25][C:26]1[CH:27]=[CH:28][CH:29]=[CH:30][CH:31]=1)[C:2]1[CH:7]=[CH:6][CH:5]=[CH:4][CH:3]=1. The yield is 0.400. (3) The reactants are [O:1]=[S:2]1(=[O:17])[CH2:7][C:6](=[O:8])[NH:5][C:4]2[CH:9]=[C:10]([CH2:13][C:14]([OH:16])=O)[CH:11]=[CH:12][C:3]1=2.CCN=C=NCCCN(C)C.C1C=CC2N(O)N=NC=2C=1.[Si:39]([O:46][C@H:47]1[CH2:51][CH2:50][N:49]([CH2:52][C@H:53]([C:56]2[CH:57]=[C:58]([CH:68]=[CH:69][CH:70]=2)[O:59][CH2:60][C:61]([O:63][C:64]([CH3:67])([CH3:66])[CH3:65])=[O:62])[NH:54][CH3:55])[CH2:48]1)([C:42]([CH3:45])([CH3:44])[CH3:43])([CH3:41])[CH3:40]. The catalyst is CN(C)C=O.C(OCC)(=O)C. The product is [Si:39]([O:46][C@H:47]1[CH2:51][CH2:50][N:49]([CH2:52][C@H:53]([C:56]2[CH:57]=[C:58]([CH:68]=[CH:69][CH:70]=2)[O:59][CH2:60][C:61]([O:63][C:64]([CH3:67])([CH3:66])[CH3:65])=[O:62])[N:54]([CH3:55])[C:14](=[O:16])[CH2:13][C:10]2[CH:11]=[CH:12][C:3]3[S:2](=[O:1])(=[O:17])[CH2:7][C:6](=[O:8])[NH:5][C:4]=3[CH:9]=2)[CH2:48]1)([C:42]([CH3:44])([CH3:45])[CH3:43])([CH3:41])[CH3:40]. The yield is 0.930. (4) The reactants are Cl.[CH2:2]([NH:6][CH2:7][CH2:8][C:9]([C:11]1[S:12][CH:13]=[CH:14][CH:15]=1)=[O:10])[CH:3]([CH3:5])[CH3:4].C(O)C.[OH-].[Na+].[Na]. The catalyst is CC(C)=O. The product is [CH2:2]([NH:6][CH2:7][CH2:8][CH:9]([C:11]1[S:12][CH:13]=[CH:14][CH:15]=1)[OH:10])[CH:3]([CH3:5])[CH3:4]. The yield is 0.760. (5) The reactants are [NH2:1][CH2:2][C:3]1[CH:8]=[CH:7][C:6]([C:9]2[C:14]([CH3:15])=[CH:13][CH:12]=[C:11]([NH:16][C:17]([C:19]3([C:22]4[CH:30]=[CH:29][C:25]5[O:26][CH2:27][O:28][C:24]=5[CH:23]=4)[CH2:21][CH2:20]3)=[O:18])[CH:10]=2)=[CH:5][CH:4]=1.[CH:31](=O)[CH2:32][CH3:33].[BH4-].[Na+]. The catalyst is ClCCl.COCCOC.O. The product is [O:26]1[C:25]2[CH:29]=[CH:30][C:22]([C:19]3([C:17]([NH:16][C:11]4[CH:10]=[C:9]([C:6]5[CH:5]=[CH:4][C:3]([CH2:2][NH:1][CH2:31][CH2:32][CH3:33])=[CH:8][CH:7]=5)[C:14]([CH3:15])=[CH:13][CH:12]=4)=[O:18])[CH2:20][CH2:21]3)=[CH:23][C:24]=2[O:28][CH2:27]1. The yield is 0.140. (6) The reactants are [NH2:1][C:2]1[C:9]([F:10])=[CH:8][C:5]([C:6]#N)=[C:4]([F:11])[CH:3]=1.S(=O)(=O)(O)O.[OH2:17].[OH-:18].[Na+]. The catalyst is O1CCOCC1. The product is [NH2:1][C:2]1[C:9]([F:10])=[CH:8][C:5]([C:6]([OH:18])=[O:17])=[C:4]([F:11])[CH:3]=1. The yield is 0.420. (7) The reactants are [Li+].C[Si]([N-][Si](C)(C)C)(C)C.[CH3:11][N:12]([C:25](=[O:28])[CH2:26][CH3:27])[N:13]=[C:14]([C:20]([O:22]CC)=O)[C:15]([O:17][CH2:18][CH3:19])=[O:16]. The catalyst is C1COCC1. The product is [OH:22][C:20]1[C:14]([C:15]([O:17][CH2:18][CH3:19])=[O:16])=[N:13][N:12]([CH3:11])[C:25](=[O:28])[C:26]=1[CH3:27]. The yield is 0.610.